This data is from Forward reaction prediction with 1.9M reactions from USPTO patents (1976-2016). The task is: Predict the product of the given reaction. (1) The product is: [Cl:1][C:2]1[C:3]([O:19][CH3:20])=[C:4]([N:8]2[CH2:13][CH2:12][N:11]([CH2:14][CH2:15][CH2:16][CH2:17][NH2:18])[CH2:10][CH2:9]2)[CH:5]=[CH:6][CH:7]=1. Given the reactants [Cl:1][C:2]1[C:3]([O:19][CH3:20])=[C:4]([N:8]2[CH2:13][CH2:12][N:11]([CH2:14][CH2:15][CH2:16][C:17]#[N:18])[CH2:10][CH2:9]2)[CH:5]=[CH:6][CH:7]=1.[H-].[H-].[H-].[H-].[Li+].[Al+3].C([O-])(O)=O.[Na+], predict the reaction product. (2) The product is: [CH2:1]([O:3][C:4]([C:6]1[CH:10]=[N:9][N:8]([CH2:11][C:12]2[CH:13]=[CH:14][CH:15]=[CH:16][CH:17]=2)[C:7]=1[C:18](=[O:20])[NH:35][C:32]1[CH:33]=[CH:34][N:29]2[N:28]=[C:27]([C:21]3[CH:26]=[CH:25][CH:24]=[CH:23][CH:22]=3)[N:36]=[C:30]2[CH:31]=1)=[O:5])[CH3:2]. Given the reactants [CH2:1]([O:3][C:4]([C:6]1[CH:10]=[N:9][N:8]([CH2:11][C:12]2[CH:17]=[CH:16][CH:15]=[CH:14][CH:13]=2)[C:7]=1[C:18]([OH:20])=O)=[O:5])[CH3:2].[C:21]1([C:27]2[N:36]=[C:30]3[CH:31]=[C:32]([NH2:35])[CH:33]=[CH:34][N:29]3[N:28]=2)[CH:26]=[CH:25][CH:24]=[CH:23][CH:22]=1, predict the reaction product. (3) Given the reactants C([O-])(=O)C.[K+].Br[C:7]1[CH:12]=[CH:11][C:10]([S:13]([N:16]2[CH2:21][CH2:20][C:19]([CH3:23])([OH:22])[CH2:18][CH2:17]2)(=[O:15])=[O:14])=[CH:9][CH:8]=1.[B:24]1([B:24]2[O:28][C:27]([CH3:30])([CH3:29])[C:26]([CH3:32])([CH3:31])[O:25]2)[O:28][C:27]([CH3:30])([CH3:29])[C:26]([CH3:32])([CH3:31])[O:25]1, predict the reaction product. The product is: [CH3:23][C:19]1([OH:22])[CH2:20][CH2:21][N:16]([S:13]([C:10]2[CH:11]=[CH:12][C:7]([B:24]3[O:28][C:27]([CH3:30])([CH3:29])[C:26]([CH3:32])([CH3:31])[O:25]3)=[CH:8][CH:9]=2)(=[O:15])=[O:14])[CH2:17][CH2:18]1. (4) Given the reactants [NH2:1][C:2]1[CH:3]=[CH:4][C:5]([F:19])=[C:6]([C@@:8]2([CH:16]([F:18])[F:17])[C@H:14]3[C@H:12]([CH2:13]3)[O:11][C:10]([NH2:15])=[N:9]2)[CH:7]=1.[CH:20]1([CH:24]=O)[CH2:23][CH2:22][CH2:21]1.C(O[BH-](OC(=O)C)OC(=O)C)(=O)C.[Na+], predict the reaction product. The product is: [CH:20]1([CH2:24][NH:1][C:2]2[CH:3]=[CH:4][C:5]([F:19])=[C:6]([C@:8]3([CH:16]([F:17])[F:18])[C@@H:14]4[C@@H:12]([CH2:13]4)[O:11][C:10]([NH2:15])=[N:9]3)[CH:7]=2)[CH2:23][CH2:22][CH2:21]1. (5) Given the reactants [NH2:1][N:2]1[CH2:6][CH2:5][CH2:4][CH:3]1[C:7]([O:9][CH3:10])=[O:8].[CH3:11][C:12]([CH3:17])([CH3:16])[CH2:13][CH:14]=O, predict the reaction product. The product is: [CH3:10][O:9][C:7]([CH:3]1[CH2:4][CH2:5][CH2:6][N:2]1[N:1]=[CH:14][CH2:13][C:12]([CH3:17])([CH3:16])[CH3:11])=[O:8].